This data is from Full USPTO retrosynthesis dataset with 1.9M reactions from patents (1976-2016). The task is: Predict the reactants needed to synthesize the given product. (1) Given the product [C:1]([C:4]1[CH:9]=[CH:8][C:7]([N:10]2[C:14]([C:15]3[CH:16]=[CH:17][C:18]([N:21]4[CH2:25][CH2:24][O:23][C:22]4=[O:26])=[CH:19][CH:20]=3)=[CH:13][CH:12]=[C:11]2[CH2:27][CH2:28][C:29]([OH:31])=[O:30])=[C:6]([CH3:34])[CH:5]=1)(=[O:3])[NH2:2], predict the reactants needed to synthesize it. The reactants are: [C:1]([C:4]1[CH:9]=[CH:8][C:7]([N:10]2[C:14]([C:15]3[CH:20]=[CH:19][C:18]([N:21]4[CH2:25][CH2:24][O:23][C:22]4=[O:26])=[CH:17][CH:16]=3)=[CH:13][CH:12]=[C:11]2[CH2:27][CH2:28][C:29]([O:31]CC)=[O:30])=[C:6]([CH3:34])[CH:5]=1)(=[O:3])[NH2:2].O.[OH-].[Li+]. (2) Given the product [C:10]([O:14][C:15]([N:17]1[CH2:22][CH2:21][N:20]([C:23](=[O:49])[C:24]2[CH:29]=[CH:28][C:27]([C:30]3[CH:31]=[N:32][C:33]([NH2:48])=[C:34]([O:36][CH:37]([C:39]4[C:44]([Cl:45])=[CH:43][CH:42]=[C:41]([O:7][CH2:5][CH3:6])[C:40]=4[Cl:47])[CH3:38])[CH:35]=3)=[CH:26][CH:25]=2)[CH2:19][CH2:18]1)=[O:16])([CH3:13])([CH3:12])[CH3:11], predict the reactants needed to synthesize it. The reactants are: CS(C)=O.[CH2:5]([OH:7])[CH3:6].[H-].[Na+].[C:10]([O:14][C:15]([N:17]1[CH2:22][CH2:21][N:20]([C:23](=[O:49])[C:24]2[CH:29]=[CH:28][C:27]([C:30]3[CH:31]=[N:32][C:33]([NH2:48])=[C:34]([O:36][CH:37]([C:39]4[C:44]([Cl:45])=[CH:43][CH:42]=[C:41](F)[C:40]=4[Cl:47])[CH3:38])[CH:35]=3)=[CH:26][CH:25]=2)[CH2:19][CH2:18]1)=[O:16])([CH3:13])([CH3:12])[CH3:11]. (3) Given the product [F:40][CH:10]1[CH:2]([OH:1])[CH2:3][CH:4]2[CH:8]([C:7](=[O:12])[N:6]([CH2:13][CH:14]([OH:32])[CH2:15][N:16]3[CH2:21][CH2:20][N:19]([C:22]4[CH:27]=[CH:26][CH:25]=[CH:24][C:23]=4[O:28][CH:29]([CH3:31])[CH3:30])[CH2:18][CH2:17]3)[C:5]2=[O:33])[CH2:9]1, predict the reactants needed to synthesize it. The reactants are: [OH:1][CH:2]1[CH:10](O)[CH2:9][CH:8]2[CH:4]([C:5](=[O:33])[N:6]([CH2:13][CH:14]([OH:32])[CH2:15][N:16]3[CH2:21][CH2:20][N:19]([C:22]4[CH:27]=[CH:26][CH:25]=[CH:24][C:23]=4[O:28][CH:29]([CH3:31])[CH3:30])[CH2:18][CH2:17]3)[C:7]2=[O:12])[CH2:3]1.C(N(S(F)(F)[F:40])CC)C. (4) The reactants are: [Cl:1][C:2]1[CH:3]=[C:4]([CH2:9][C:10]([CH3:17])=[CH:11][C:12]([O:14]CC)=O)[CH:5]=[CH:6][C:7]=1[F:8]. Given the product [Cl:1][C:2]1[CH:3]=[C:4]2[C:5](=[CH:6][C:7]=1[F:8])[C:12]([OH:14])=[CH:11][C:10]([CH3:17])=[CH:9]2, predict the reactants needed to synthesize it. (5) The reactants are: [NH2:1][C:2]1[N:10]=[C:9]2[C:5]([N:6]=[C:7]([SH:11])[NH:8]2)=[C:4]([NH2:12])[N:3]=1.CC1C=CC2C=CC3C=CC(C)=NC=3C=2N=1.O.O(C(C)(C)C)[Na].[Cl:36][C:37]1[CH:42]=[C:41](I)[CH:40]=[C:39]([Cl:44])[CH:38]=1. Given the product [Cl:36][C:37]1[CH:42]=[C:41]([S:11][C:7]2[NH:8][C:9]3[C:5]([N:6]=2)=[C:4]([NH2:12])[N:3]=[C:2]([NH2:1])[N:10]=3)[CH:40]=[C:39]([Cl:44])[CH:38]=1, predict the reactants needed to synthesize it. (6) Given the product [CH2:1]([CH:5]([CH2:11][C:12]1[CH:13]=[CH:14][C:15]([O:18][CH2:19][CH2:20][NH:21][C:22]([C:24]2[CH:25]=[CH:26][C:27]([O:30][C:31]3[CH:36]=[CH:35][CH:34]=[CH:33][CH:32]=3)=[N:28][CH:29]=2)=[O:23])=[CH:16][CH:17]=1)[C:6]([OH:8])=[O:7])[CH2:2][CH2:3][CH3:4], predict the reactants needed to synthesize it. The reactants are: [CH2:1]([CH:5]([CH2:11][C:12]1[CH:17]=[CH:16][C:15]([O:18][CH2:19][CH2:20][NH:21][C:22]([C:24]2[CH:25]=[CH:26][C:27]([O:30][C:31]3[CH:36]=[CH:35][CH:34]=[CH:33][CH:32]=3)=[N:28][CH:29]=2)=[O:23])=[CH:14][CH:13]=1)[C:6]([O:8]CC)=[O:7])[CH2:2][CH2:3][CH3:4].[OH-].[Na+].